Dataset: Full USPTO retrosynthesis dataset with 1.9M reactions from patents (1976-2016). Task: Predict the reactants needed to synthesize the given product. (1) The reactants are: C(N(CC)CC)C.[CH3:8][C:9]1[CH:14]=[C:13]([CH3:15])[N:12]=[C:11]([N:16]2[CH2:21][CH2:20][N:19]([C:22]3[CH:27]=[CH:26][C:25]([N+:28]([O-:30])=[O:29])=[CH:24][C:23]=3[OH:31])[CH2:18][CH2:17]2)[CH:10]=1.[C:32](Cl)(=[O:34])[CH3:33].O. Given the product [CH3:8][C:9]1[CH:14]=[C:13]([CH3:15])[N:12]=[C:11]([N:16]2[CH2:17][CH2:18][N:19]([C:22]3[CH:27]=[CH:26][C:25]([N+:28]([O-:30])=[O:29])=[CH:24][C:23]=3[O:31][C:32](=[O:34])[CH3:33])[CH2:20][CH2:21]2)[CH:10]=1, predict the reactants needed to synthesize it. (2) Given the product [CH:1]([C:4]1[CH:5]=[C:6]([C:23]2[CH:28]=[CH:27][CH:26]=[CH:25][CH:24]=2)[CH:7]=[C:8]([CH:20]([CH3:22])[CH3:21])[C:9]=1[N:10]1[CH:31]=[CH:32][N:33]=[C:11]1[C:12]1[CH:17]=[CH:16][CH:15]=[C:14]([I:18])[CH:13]=1)([CH3:3])[CH3:2], predict the reactants needed to synthesize it. The reactants are: [CH:1]([C:4]1[CH:5]=[C:6]([C:23]2[CH:28]=[CH:27][CH:26]=[CH:25][CH:24]=2)[CH:7]=[C:8]([CH:20]([CH3:22])[CH3:21])[C:9]=1[NH:10][C:11](=O)[C:12]1[CH:17]=[CH:16][CH:15]=[C:14]([I:18])[CH:13]=1)([CH3:3])[CH3:2].CO[CH:31](OC)[CH2:32][NH2:33].C(C1C=C(C2C=CC=CC=2)C=C(C(C)C)C=1N1C=CN=C1C1C=CC=C(OC)C=1)(C)C. (3) Given the product [C:1]([O:5][C:6]([NH:8][C:9]1[S:10][CH:11]=[C:12]([CH2:14][C:15]([OH:17])=[O:16])[N:13]=1)=[O:7])([CH3:4])([CH3:2])[CH3:3], predict the reactants needed to synthesize it. The reactants are: [C:1]([O:5][C:6]([NH:8][C:9]1[S:10][CH:11]=[C:12]([CH2:14][C:15]([O:17]CC)=[O:16])[N:13]=1)=[O:7])([CH3:4])([CH3:3])[CH3:2].O.[OH-].[Li+].C(O)(=O)CC(CC(O)=O)(C(O)=O)O. (4) Given the product [CH3:1][C:2]1[O:6][N:5]=[C:4]([C:7]2[CH:12]=[CH:11][N:10]=[CH:9][N:8]=2)[C:3]=1[CH2:13][O:14][C:15]1[N:16]=[CH:17][C:18]([C:19]([N:24]2[CH2:29][CH2:28][S:27][CH2:26][CH2:25]2)=[O:21])=[CH:22][CH:23]=1, predict the reactants needed to synthesize it. The reactants are: [CH3:1][C:2]1[O:6][N:5]=[C:4]([C:7]2[CH:12]=[CH:11][N:10]=[CH:9][N:8]=2)[C:3]=1[CH2:13][O:14][C:15]1[CH:23]=[CH:22][C:18]([C:19]([OH:21])=O)=[CH:17][N:16]=1.[NH:24]1[CH2:29][CH2:28][S:27][CH2:26][CH2:25]1. (5) The reactants are: [Cl:1][C:2]1[C:3]([I:13])=[CH:4][C:5]([O:11][CH3:12])=[C:6]([CH:10]=1)[C:7]([OH:9])=O.[N:14]1([C:20]([O:22][C:23]([CH3:26])([CH3:25])[CH3:24])=[O:21])[CH2:19][CH2:18][NH:17][CH2:16][CH2:15]1.F[P-](F)(F)(F)(F)F.N1(O[P+](N(C)C)(N(C)C)N(C)C)C2C=CC=CC=2N=N1.CCN(C(C)C)C(C)C. Given the product [Cl:1][C:2]1[C:3]([I:13])=[CH:4][C:5]([O:11][CH3:12])=[C:6]([CH:10]=1)[C:7]([N:17]1[CH2:16][CH2:15][N:14]([C:20]([O:22][C:23]([CH3:26])([CH3:25])[CH3:24])=[O:21])[CH2:19][CH2:18]1)=[O:9], predict the reactants needed to synthesize it. (6) Given the product [O:17]1[CH2:18][CH2:19][N:14]([C:4]2[N:5]=[C:6]([N:8]3[CH2:13][CH2:12][O:11][CH2:10][CH2:9]3)[N:7]=[C:2]([C:25]3[CH:26]=[C:21]([CH:22]=[CH:23][CH:24]=3)[NH2:20])[N:3]=2)[CH2:15][CH2:16]1, predict the reactants needed to synthesize it. The reactants are: Cl[C:2]1[N:7]=[C:6]([N:8]2[CH2:13][CH2:12][O:11][CH2:10][CH2:9]2)[N:5]=[C:4]([N:14]2[CH2:19][CH2:18][O:17][CH2:16][CH2:15]2)[N:3]=1.[NH2:20][C:21]1[CH:22]=[C:23](B2OC(C)(C)C(C)(C)O2)[CH:24]=[CH:25][CH:26]=1. (7) Given the product [N-:19]=[C:20]=[O:21].[CH:10]1[CH:9]=[C:8]([CH2:7][C:5]2[C:4]([OH:15])=[CH:3][CH:2]=[CH:1][CH:6]=2)[C:13]([OH:14])=[CH:12][CH:11]=1, predict the reactants needed to synthesize it. The reactants are: [CH:1]1[CH:6]=[C:5]([CH2:7][C:8]2[C:13]([OH:14])=[CH:12][CH:11]=[CH:10][CH:9]=2)[C:4]([OH:15])=[CH:3][CH:2]=1.CC1C(=CC(=CC=1)N=C=O)[N:19]=[C:20]=[O:21]. (8) Given the product [CH3:1][O:2][C:3](=[O:17])[CH:4]=[C:5]([NH:19][C:18]([O:20][C:21]([CH3:24])([CH3:23])[CH3:22])=[O:25])[CH2:6][C:7]1[CH:12]=[C:11]([F:13])[C:10]([F:14])=[CH:9][C:8]=1[F:15], predict the reactants needed to synthesize it. The reactants are: [CH3:1][O:2][C:3](=[O:17])[CH2:4][C:5](=O)[CH2:6][C:7]1[CH:12]=[C:11]([F:13])[C:10]([F:14])=[CH:9][C:8]=1[F:15].[C:18](=[O:25])([O:20][C:21]([CH3:24])([CH3:23])[CH3:22])[NH2:19].C1(C)C=CC(S(O)(=O)=O)=CC=1.CCCCN(C(NC(C1C=C(OC)C(OC)=C(OC)C=1)=O)=S)CCCC. (9) Given the product [CH2:17]([Sn:7]([CH2:13][CH2:14][CH2:15][CH3:16])([O:6][CH2:9][CH2:10][CH2:11][CH3:12])[O:8][CH2:9][CH2:10][CH2:11][CH3:12])[CH2:18][CH2:19][CH3:20], predict the reactants needed to synthesize it. The reactants are: C([Sn](CCCC)(OCCCC)[O:6][Sn:7]([CH2:17][CH2:18][CH2:19][CH3:20])([CH2:13][CH2:14][CH2:15][CH3:16])[O:8][CH2:9][CH2:10][CH2:11][CH3:12])CCC.